Dataset: Forward reaction prediction with 1.9M reactions from USPTO patents (1976-2016). Task: Predict the product of the given reaction. (1) Given the reactants C(S[C:9]1[CH:10]=[N:11][C:12]2[C:17]([CH:18]=1)=[CH:16][CH:15]=[N:14][C:13]=2[C:19]1[CH:24]=[CH:23][C:22]([C:25]([F:28])([F:27])[F:26])=[CH:21][C:20]=1[O:29][CH3:30])C1C=CC=CC=1.ClN1C(C)(C)C(=O)N(Cl)C1=O.[S:42](Cl)(Cl)(=[O:44])=[O:43].[F:47][C:48]1[C:53]([F:54])=[C:52]([F:55])[C:51]([F:56])=[C:50]([F:57])[C:49]=1[OH:58].C(N(CC)CC)C, predict the reaction product. The product is: [CH3:30][O:29][C:20]1[CH:21]=[C:22]([C:25]([F:27])([F:28])[F:26])[CH:23]=[CH:24][C:19]=1[C:13]1[N:14]=[CH:15][CH:16]=[C:17]2[C:12]=1[N:11]=[CH:10][C:9]([S:42]([O:58][C:49]1[C:48]([F:47])=[C:53]([F:54])[C:52]([F:55])=[C:51]([F:56])[C:50]=1[F:57])(=[O:44])=[O:43])=[CH:18]2. (2) Given the reactants [NH2:1][C@@H:2]1[C:10]2[C:5](=[CH:6][CH:7]=[CH:8][CH:9]=2)[CH2:4][C@@H:3]1[OH:11].[C:12](OC(=O)C)(=[O:14])[CH3:13], predict the reaction product. The product is: [OH:11][C@@H:3]1[CH2:4][C:5]2[C:10](=[CH:9][CH:8]=[CH:7][CH:6]=2)[C@H:2]1[NH:1][C:12](=[O:14])[CH3:13]. (3) The product is: [Cl:1][C:2]1[CH:7]=[C:6]2[NH:8][C:9](=[O:38])[C:10]3([CH:15]([C:16]4[CH:21]=[CH:20][CH:19]=[C:18]([Cl:22])[CH:17]=4)[CH2:14][C:13](=[O:23])[NH:12][CH:11]3[C:24]3[CH:29]=[C:28]([I:30])[CH:27]=[CH:26][C:25]=3[O:31][CH:32]3[CH2:33][CH2:34][N:35]([CH2:47][CH2:48][OH:49])[CH2:36][CH2:37]3)[C:5]2=[CH:4][CH:3]=1. Given the reactants [Cl:1][C:2]1[CH:7]=[C:6]2[NH:8][C:9](=[O:38])[C:10]3([CH:15]([C:16]4[CH:21]=[CH:20][CH:19]=[C:18]([Cl:22])[CH:17]=4)[CH2:14][C:13](=[O:23])[NH:12][CH:11]3[C:24]3[CH:29]=[C:28]([I:30])[CH:27]=[CH:26][C:25]=3[O:31][CH:32]3[CH2:37][CH2:36][NH:35][CH2:34][CH2:33]3)[C:5]2=[CH:4][CH:3]=1.C(N(CC)CC)C.Br[CH2:47][CH2:48][OH:49], predict the reaction product. (4) Given the reactants C(=O)([O-])[O-].[K+].[K+].Cl[CH2:8][CH2:9][CH2:10][C:11]1[CH:12]=[C:13]2[C:18](=[C:19]([CH2:21][CH3:22])[CH:20]=1)[NH:17][C:16](=[O:23])[CH2:15][C:14]2([CH3:25])[CH3:24].Cl.[N:27]1([C:33]2[C:37]3[CH:38]=[CH:39][CH:40]=[CH:41][C:36]=3[S:35][N:34]=2)[CH2:32][CH2:31][NH:30][CH2:29][CH2:28]1, predict the reaction product. The product is: [S:35]1[C:36]2[CH:41]=[CH:40][CH:39]=[CH:38][C:37]=2[C:33]([N:27]2[CH2:28][CH2:29][N:30]([CH2:8][CH2:9][CH2:10][C:11]3[CH:12]=[C:13]4[C:18](=[C:19]([CH2:21][CH3:22])[CH:20]=3)[NH:17][C:16](=[O:23])[CH2:15][C:14]4([CH3:25])[CH3:24])[CH2:31][CH2:32]2)=[N:34]1. (5) Given the reactants [C:1]([O:4][CH2:5][C:6]([C:13]#[N:14])([O:9][CH2:10][CH2:11][OH:12])[CH2:7][Cl:8])(=[O:3])[CH3:2].[NH2:15][OH:16], predict the reaction product. The product is: [C:1]([O:4][CH2:5][C:6]([CH2:7][Cl:8])([O:9][CH2:10][CH2:11][OH:12])[C:13]([NH:15][OH:16])=[NH:14])(=[O:3])[CH3:2]. (6) The product is: [CH2:15]([N:8]1[C@H:7]([CH3:6])[CH2:12][C:11](=[CH2:1])[CH2:10][C@@H:9]1[CH3:14])[C:16]1[CH:21]=[CH:20][CH:19]=[CH:18][CH:17]=1. Given the reactants [CH3:1]C(C)([O-])C.[CH3:6][C@H:7]1[CH2:12][C:11](=O)[CH2:10][C@@H:9]([CH3:14])[N:8]1[CH2:15][C:16]1[CH:21]=[CH:20][CH:19]=[CH:18][CH:17]=1, predict the reaction product. (7) Given the reactants [N+:1]([C:4]1[CH:5]=[CH:6][C:7]([OH:10])=[N:8][CH:9]=1)([O-:3])=[O:2].[Cl:11]([O-])(=O)=O.[K+], predict the reaction product. The product is: [Cl:11][C:6]1[C:7]([OH:10])=[N:8][CH:9]=[C:4]([N+:1]([O-:3])=[O:2])[CH:5]=1.